Dataset: Reaction yield outcomes from USPTO patents with 853,638 reactions. Task: Predict the reaction yield, written as a fraction of the theoretical maximum amount of product (1.0 means a 100% yield; for example, 0.34 means a 34% yield). (1) The reactants are Br[C:2]1[CH:3]=[CH:4][C:5]2[O:11][CH2:10][CH2:9][N:8]3[CH:12]=[C:13]([C:15]4[N:19]([C:20]5[CH:25]=[CH:24][CH:23]=[CH:22][C:21]=5[Cl:26])[N:18]=[CH:17][N:16]=4)[N:14]=[C:7]3[C:6]=2[CH:27]=1.[C:28]1(B(O)O)[CH:33]=[CH:32][CH:31]=[CH:30][CH:29]=1.C([O-])([O-])=O.[Cs+].[Cs+].O. The catalyst is O1CCOCC1.C1C=CC(P(C2C=CC=CC=2)[C-]2C=CC=C2)=CC=1.C1C=CC(P(C2C=CC=CC=2)[C-]2C=CC=C2)=CC=1.Cl[Pd]Cl.[Fe+2]. The product is [Cl:26][C:21]1[CH:22]=[CH:23][CH:24]=[CH:25][C:20]=1[N:19]1[C:15]([C:13]2[N:14]=[C:7]3[C:6]4[CH:27]=[C:2]([C:28]5[CH:33]=[CH:32][CH:31]=[CH:30][CH:29]=5)[CH:3]=[CH:4][C:5]=4[O:11][CH2:10][CH2:9][N:8]3[CH:12]=2)=[N:16][CH:17]=[N:18]1. The yield is 0.380. (2) The reactants are [N:1]1([C:10]([O:12][C:13]([CH3:16])([CH3:15])[CH3:14])=[O:11])[C:9]2[CH:8]=[CH:7][N:6]=[CH:5][C:4]=2[CH:3]=[CH:2]1.C(O[C:20](=O)[C:21](C)([CH3:36])[CH2:22][CH2:23][CH2:24][CH2:25][C:26]([Br:35])([C:28]1[CH:33]=[CH:32][CH:31]=[CH:30][C:29]=1[Cl:34])C)C. The catalyst is C(#N)C. The product is [Br-:35].[C:13]([O:12][C:10]([N:1]1[C:9]2[CH:8]=[CH:7][N+:6]([CH:26]([C:28]3[CH:33]=[CH:32][CH:31]=[CH:30][C:29]=3[Cl:34])[CH2:25][CH2:24][CH2:23][CH2:22][CH:21]([CH3:36])[CH3:20])=[CH:5][C:4]=2[CH:3]=[CH:2]1)=[O:11])([CH3:16])([CH3:15])[CH3:14]. The yield is 0.665. (3) The reactants are [N:1]1([C@@H:6]([CH2:11][C:12](OC)=[O:13])[C:7](OC)=[O:8])[CH:5]=[CH:4][CH:3]=[CH:2]1.[Li+].[BH4-]. The catalyst is C1COCC1. The product is [N:1]1([C@@H:6]([CH2:11][CH2:12][OH:13])[CH2:7][OH:8])[CH:5]=[CH:4][CH:3]=[CH:2]1. The yield is 0.950. (4) The reactants are [Br:1][C:2]1[CH:3]=[CH:4][C:5]([F:9])=[C:6]([OH:8])[CH:7]=1.[C:10]([O-])([O-])=O.[K+].[K+].CI. The catalyst is CN(C=O)C.C(OCC)C. The product is [Br:1][C:2]1[CH:3]=[CH:4][C:5]([F:9])=[C:6]([O:8][CH3:10])[CH:7]=1. The yield is 0.770. (5) The catalyst is C1COCC1. The reactants are [CH3:1][O:2][C:3]1[CH:8]=[C:7]([N+:9]([O-:11])=[O:10])[CH:6]=[CH:5][C:4]=1[C:12]#[C:13][Si](C)(C)C.[F-].C([N+](CCCC)(CCCC)CCCC)CCC.C([O-])(O)=O.[Na+]. The product is [C:12]([C:4]1[CH:5]=[CH:6][C:7]([N+:9]([O-:11])=[O:10])=[CH:8][C:3]=1[O:2][CH3:1])#[CH:13]. The yield is 0.550. (6) The reactants are [C:1]([C:3]1[CH:11]=[CH:10][C:6]([C:7]([OH:9])=[O:8])=[C:5]([F:12])[CH:4]=1)#[N:2].[NH2:13][OH:14].Cl.C([O-])([O-])=O.[K+].[K+]. The catalyst is CCO.O. The product is [F:12][C:5]1[CH:4]=[C:3]([C:1](=[NH:2])[NH:13][OH:14])[CH:11]=[CH:10][C:6]=1[C:7]([OH:9])=[O:8]. The yield is 0.642.